From a dataset of Peptide-MHC class I binding affinity with 185,985 pairs from IEDB/IMGT. Regression. Given a peptide amino acid sequence and an MHC pseudo amino acid sequence, predict their binding affinity value. This is MHC class I binding data. (1) The MHC is Mamu-A01 with pseudo-sequence Mamu-A01. The binding affinity (normalized) is 0.517. The peptide sequence is QVPGMQITASL. (2) The peptide sequence is WTALMFAAY. The MHC is HLA-B46:01 with pseudo-sequence HLA-B46:01. The binding affinity (normalized) is 0.0847. (3) The peptide sequence is KLKDVLLQV. The MHC is HLA-A02:06 with pseudo-sequence HLA-A02:06. The binding affinity (normalized) is 1.00. (4) The peptide sequence is KELKETLLH. The binding affinity (normalized) is 0.0847. The MHC is HLA-B51:01 with pseudo-sequence HLA-B51:01. (5) The peptide sequence is LKEKSSLRY. The MHC is HLA-A02:19 with pseudo-sequence HLA-A02:19. The binding affinity (normalized) is 0.0847.